This data is from NCI-60 drug combinations with 297,098 pairs across 59 cell lines. The task is: Regression. Given two drug SMILES strings and cell line genomic features, predict the synergy score measuring deviation from expected non-interaction effect. (1) Drug 1: CCC1=CC2CC(C3=C(CN(C2)C1)C4=CC=CC=C4N3)(C5=C(C=C6C(=C5)C78CCN9C7C(C=CC9)(C(C(C8N6C)(C(=O)OC)O)OC(=O)C)CC)OC)C(=O)OC.C(C(C(=O)O)O)(C(=O)O)O. Drug 2: C1=NC2=C(N=C(N=C2N1C3C(C(C(O3)CO)O)O)F)N. Cell line: LOX IMVI. Synergy scores: CSS=41.6, Synergy_ZIP=0.967, Synergy_Bliss=-0.492, Synergy_Loewe=-39.2, Synergy_HSA=-2.76. (2) Drug 2: CC12CCC3C(C1CCC2O)C(CC4=C3C=CC(=C4)O)CCCCCCCCCS(=O)CCCC(C(F)(F)F)(F)F. Cell line: HS 578T. Drug 1: CC(CN1CC(=O)NC(=O)C1)N2CC(=O)NC(=O)C2. Synergy scores: CSS=6.88, Synergy_ZIP=-5.86, Synergy_Bliss=-8.31, Synergy_Loewe=-6.05, Synergy_HSA=-7.60. (3) Drug 1: C1=CC(=CC=C1CCCC(=O)O)N(CCCl)CCCl. Drug 2: CC(C)(C#N)C1=CC(=CC(=C1)CN2C=NC=N2)C(C)(C)C#N. Cell line: COLO 205. Synergy scores: CSS=27.9, Synergy_ZIP=-11.2, Synergy_Bliss=-12.0, Synergy_Loewe=-13.5, Synergy_HSA=-13.3. (4) Cell line: SF-268. Drug 2: CC1=C2C(C(=O)C3(C(CC4C(C3C(C(C2(C)C)(CC1OC(=O)C(C(C5=CC=CC=C5)NC(=O)OC(C)(C)C)O)O)OC(=O)C6=CC=CC=C6)(CO4)OC(=O)C)O)C)O. Synergy scores: CSS=8.21, Synergy_ZIP=-4.76, Synergy_Bliss=-7.06, Synergy_Loewe=-3.92, Synergy_HSA=-3.77. Drug 1: C1C(C(OC1N2C=NC3=C(N=C(N=C32)Cl)N)CO)O. (5) Drug 1: CS(=O)(=O)CCNCC1=CC=C(O1)C2=CC3=C(C=C2)N=CN=C3NC4=CC(=C(C=C4)OCC5=CC(=CC=C5)F)Cl. Drug 2: CN(C(=O)NC(C=O)C(C(C(CO)O)O)O)N=O. Cell line: OVCAR-8. Synergy scores: CSS=-5.26, Synergy_ZIP=8.31, Synergy_Bliss=10.8, Synergy_Loewe=-1.89, Synergy_HSA=-0.877. (6) Drug 1: CS(=O)(=O)C1=CC(=C(C=C1)C(=O)NC2=CC(=C(C=C2)Cl)C3=CC=CC=N3)Cl. Drug 2: C1=CC=C(C(=C1)C(C2=CC=C(C=C2)Cl)C(Cl)Cl)Cl. Cell line: A498. Synergy scores: CSS=12.7, Synergy_ZIP=-1.17, Synergy_Bliss=4.22, Synergy_Loewe=3.71, Synergy_HSA=4.23. (7) Drug 1: C1=CC=C(C(=C1)C(C2=CC=C(C=C2)Cl)C(Cl)Cl)Cl. Drug 2: B(C(CC(C)C)NC(=O)C(CC1=CC=CC=C1)NC(=O)C2=NC=CN=C2)(O)O. Cell line: 786-0. Synergy scores: CSS=45.8, Synergy_ZIP=0.658, Synergy_Bliss=0.926, Synergy_Loewe=-64.2, Synergy_HSA=0.519. (8) Drug 1: C1=C(C(=O)NC(=O)N1)F. Drug 2: C1C(C(OC1N2C=C(C(=O)NC2=O)F)CO)O. Cell line: U251. Synergy scores: CSS=56.6, Synergy_ZIP=-8.52, Synergy_Bliss=-12.2, Synergy_Loewe=-7.36, Synergy_HSA=-4.96. (9) Drug 1: CC(CN1CC(=O)NC(=O)C1)N2CC(=O)NC(=O)C2. Drug 2: C1CN(CCN1C(=O)CCBr)C(=O)CCBr. Cell line: NCI/ADR-RES. Synergy scores: CSS=10.9, Synergy_ZIP=-5.42, Synergy_Bliss=-0.102, Synergy_Loewe=-0.476, Synergy_HSA=1.53. (10) Drug 1: CC12CCC3C(C1CCC2NC(=O)OCC(F)(F)F)CCC4C3(C=CC(=O)N4C)C. Drug 2: CCC1=CC2CC(C3=C(CN(C2)C1)C4=CC=CC=C4N3)(C5=C(C=C6C(=C5)C78CCN9C7C(C=CC9)(C(C(C8N6C)(C(=O)OC)O)OC(=O)C)CC)OC)C(=O)OC. Cell line: SK-OV-3. Synergy scores: CSS=37.9, Synergy_ZIP=7.93, Synergy_Bliss=7.76, Synergy_Loewe=-38.7, Synergy_HSA=3.31.